This data is from Peptide-MHC class I binding affinity with 185,985 pairs from IEDB/IMGT. The task is: Regression. Given a peptide amino acid sequence and an MHC pseudo amino acid sequence, predict their binding affinity value. This is MHC class I binding data. (1) The peptide sequence is SHDVLTVQF. The MHC is HLA-A01:01 with pseudo-sequence HLA-A01:01. The binding affinity (normalized) is 0.0847. (2) The peptide sequence is FQPQNGQHI. The MHC is H-2-Db with pseudo-sequence H-2-Db. The binding affinity (normalized) is 0.204. (3) The peptide sequence is WTGMVDGWY. The MHC is HLA-A02:12 with pseudo-sequence HLA-A02:12. The binding affinity (normalized) is 0.0847. (4) The binding affinity (normalized) is 0.156. The peptide sequence is ERYPGGVSL. The MHC is BoLA-T2b with pseudo-sequence YHTKYREISENWYEATLYLEYEYYSMAAFNYRSY. (5) The peptide sequence is ALDCQIYGA. The MHC is HLA-A02:06 with pseudo-sequence HLA-A02:06. The binding affinity (normalized) is 0.345.